This data is from Peptide-MHC class II binding affinity with 134,281 pairs from IEDB. The task is: Regression. Given a peptide amino acid sequence and an MHC pseudo amino acid sequence, predict their binding affinity value. This is MHC class II binding data. (1) The peptide sequence is PRARYGLVHVANNNY. The MHC is DRB1_1302 with pseudo-sequence DRB1_1302. The binding affinity (normalized) is 0.675. (2) The peptide sequence is PIVKDASIQVVSAIR. The MHC is DRB1_0701 with pseudo-sequence DRB1_0701. The binding affinity (normalized) is 0.517.